Dataset: Forward reaction prediction with 1.9M reactions from USPTO patents (1976-2016). Task: Predict the product of the given reaction. (1) Given the reactants [CH:1]([N:4]1[CH2:9][CH2:8][NH:7][CH2:6][CH2:5]1)([CH3:3])[CH3:2].Br[CH2:11][C:12]#[N:13], predict the reaction product. The product is: [CH:1]([N:4]1[CH2:9][CH2:8][N:7]([CH2:11][C:12]#[N:13])[CH2:6][CH2:5]1)([CH3:3])[CH3:2]. (2) Given the reactants [Br:1][C:2]1[C:10]2[C:9](Cl)=[N:8][CH:7]=[N:6][C:5]=2[S:4][CH:3]=1.[CH3:12][N:13]([CH3:21])[CH:14]1[CH2:19][CH2:18][CH:17]([NH2:20])[CH2:16][CH2:15]1.C(=O)([O-])[O-].[K+].[K+], predict the reaction product. The product is: [Br:1][C:2]1[C:10]2[C:9]([NH:20][CH:17]3[CH2:18][CH2:19][CH:14]([N:13]([CH3:21])[CH3:12])[CH2:15][CH2:16]3)=[N:8][CH:7]=[N:6][C:5]=2[S:4][CH:3]=1. (3) The product is: [C:13]([O:15][C:16](=[O:17])[CH3:9])(=[O:14])[CH3:10].[N:33]1[CH:6]=[CH:1][CH:2]=[CH:3][C:4]=1[CH3:5]. Given the reactants [CH:1]1[C:6](C2C=C[C:10]3[C:13]([O:15][C:16](=[O:17])[C:9]=3C=2)=[O:14])=[CH:5][C:4]2C(OC(=O)[C:3]=2[CH:2]=1)=O.C(OC(=O)C)(=O)C.CC([N:33](C)C)=O, predict the reaction product.